From a dataset of Full USPTO retrosynthesis dataset with 1.9M reactions from patents (1976-2016). Predict the reactants needed to synthesize the given product. (1) Given the product [CH2:15]([O:14][C:12](=[O:13])[CH2:11][C:10]([O:7][CH:3]([CH3:18])[CH2:4][CH3:5])=[O:17])[CH3:16], predict the reactants needed to synthesize it. The reactants are: [H-].[Na+].[CH2:3]([OH:7])[CH:4](C)[CH3:5].BrC[C:10](=[O:17])[CH2:11][C:12]([O:14][CH2:15][CH3:16])=[O:13].[CH2:18]1COCC1. (2) Given the product [CH2:1]([C:5]1[N:9]([CH2:10][C:11]2[CH:16]=[CH:15][C:14]([C:17]3[C:18]([C:23]#[N:24])=[CH:19][CH:20]=[CH:21][CH:22]=3)=[CH:13][CH:12]=2)[C:8](=[O:25])[N:7]([CH2:38][C:39](=[O:44])[C:40]([CH3:43])([CH3:42])[CH3:41])[N:6]=1)[CH2:2][CH2:3][CH3:4], predict the reactants needed to synthesize it. The reactants are: [CH2:1]([C:5]1[N:9]([CH2:10][C:11]2[CH:16]=[CH:15][C:14]([C:17]3[C:18]([C:23]#[N:24])=[CH:19][CH:20]=[CH:21][CH:22]=3)=[CH:13][CH:12]=2)[C:8](=[O:25])[NH:7][N:6]=1)[CH2:2][CH2:3][CH3:4].CC(C)([O-])C.[K+].CN(C)C=O.Br[CH2:38][C:39](=[O:44])[C:40]([CH3:43])([CH3:42])[CH3:41]. (3) Given the product [NH:20]1[CH:24]=[CH:23][C:22]([CH2:25][N:4]2[CH2:3][CH2:2][N:1]([C:7]3[CH:8]=[CH:9][C:10]4[N:11]([C:13]([C:16]([F:17])([F:18])[F:19])=[N:14][N:15]=4)[N:12]=3)[CH2:6][CH2:5]2)=[CH:21]1, predict the reactants needed to synthesize it. The reactants are: [N:1]1([C:7]2[CH:8]=[CH:9][C:10]3[N:11]([C:13]([C:16]([F:19])([F:18])[F:17])=[N:14][N:15]=3)[N:12]=2)[CH2:6][CH2:5][NH:4][CH2:3][CH2:2]1.[NH:20]1[CH:24]=[CH:23][C:22]([CH:25]=O)=[CH:21]1. (4) Given the product [CH3:16][C:15]1([CH3:17])[O:9][C@@H:8]([C@@H:6]([OH:7])[C@H:4]([OH:5])[C@@H:2]2[O:3][C:27]([CH3:28])([CH3:26])[O:12][CH2:1]2)[CH2:10][O:11]1, predict the reactants needed to synthesize it. The reactants are: [CH2:1]([OH:12])[C@H:2]([C@H:4]([C@@H:6]([C@@H:8]([CH2:10][OH:11])[OH:9])[OH:7])[OH:5])[OH:3].CO[C:15](OC)([CH3:17])[CH3:16].C(=O)(O)[O-].[Na+].O1C[CH2:28][CH2:27][CH2:26]1. (5) The reactants are: C=[C:2]1[CH2:7][C:6]2([CH2:12][CH2:11][N:10]([C:13]([O:15][C:16]([CH3:19])([CH3:18])[CH3:17])=[O:14])[CH2:9][CH2:8]2)[O:5][CH2:4][CH2:3]1.I([O-])(=O)(=O)=[O:21].[Na+].O. Given the product [O:21]=[C:2]1[CH2:7][C:6]2([CH2:12][CH2:11][N:10]([C:13]([O:15][C:16]([CH3:19])([CH3:18])[CH3:17])=[O:14])[CH2:9][CH2:8]2)[O:5][CH2:4][CH2:3]1, predict the reactants needed to synthesize it.